Dataset: Forward reaction prediction with 1.9M reactions from USPTO patents (1976-2016). Task: Predict the product of the given reaction. (1) Given the reactants C(OC(=O)[NH:7][CH:8]1[CH2:13][CH2:12][N:11]([CH2:14][C:15]2[C:19]3[CH:20]=[CH:21][C:22]([O:24][C:25]4[S:26][C:27]5[CH:33]=[CH:32][CH:31]=[CH:30][C:28]=5[N:29]=4)=[CH:23][C:18]=3[O:17][CH:16]=2)[CH2:10][CH2:9]1)(C)(C)C.Cl.CCN(CC)CC.[CH3:43][S:44](O[S:44]([CH3:43])(=[O:46])=[O:45])(=[O:46])=[O:45], predict the reaction product. The product is: [S:26]1[C:27]2[CH:33]=[CH:32][CH:31]=[CH:30][C:28]=2[N:29]=[C:25]1[O:24][C:22]1[CH:21]=[CH:20][C:19]2[C:15]([CH2:14][N:11]3[CH2:10][CH2:9][CH:8]([NH:7][S:44]([CH3:43])(=[O:46])=[O:45])[CH2:13][CH2:12]3)=[CH:16][O:17][C:18]=2[CH:23]=1. (2) Given the reactants [CH2:1]([OH:12])[C@H:2]1[O:8][C:6](=[O:7])[C@H:5]([OH:9])[C@@H:4]([OH:10])[C@@H:3]1[OH:11].[C:13]12(NC)[CH2:19][CH:16]([CH2:17][CH2:18]1)[CH:15]=[CH:14]2.C12(C#N)CC(CC1)C=C2.[H-].[H-].[H-].[H-].[Li+].[Al+3].C[OH:38], predict the reaction product. The product is: [O:7]=[C:6]([OH:8])[C@@H:5]([C@H:4]([C@@H:3]([C@@H:2]([CH2:1][OH:12])[OH:38])[OH:11])[OH:10])[OH:9].[CH:13]12[CH2:19][CH:16]([CH2:17][CH2:18]1)[CH:15]=[CH:14]2. (3) Given the reactants Cl[C:2]1[CH:7]=[CH:6][CH:5]=[C:4]([O:8][CH3:9])[N:3]=1.[CH2:10]([NH2:14])[CH:11]([CH3:13])[CH3:12].C[Si](C)(C)[N-][Si](C)(C)C.[Li+].O1CCCC1, predict the reaction product. The product is: [CH3:9][O:8][C:4]1[N:3]=[C:2]([NH:14][CH2:10][CH:11]([CH3:13])[CH3:12])[CH:7]=[CH:6][CH:5]=1. (4) Given the reactants [CH3:1][NH:2][CH2:3][C:4]1[CH:9]=[CH:8][CH:7]=[CH:6][CH:5]=1.Cl[C:11]1[C:12]([N+:17]([O-:19])=[O:18])=[N:13][CH:14]=[CH:15][CH:16]=1, predict the reaction product. The product is: [CH2:3]([N:2]([CH3:1])[C:11]1[C:12]([N+:17]([O-:19])=[O:18])=[N:13][CH:14]=[CH:15][CH:16]=1)[C:4]1[CH:9]=[CH:8][CH:7]=[CH:6][CH:5]=1. (5) Given the reactants [CH3:22][S:19]([C:16]1[CH:17]=[CH:18][C:13]([S:12][S:12][C:13]2[CH:18]=[CH:17][C:16]([S:19]([CH3:22])(=[O:21])=[O:20])=[CH:15][CH:14]=2)=[CH:14][CH:15]=1)(=[O:21])=[O:20].[Cl:23][C:24]1[CH:25]=[CH:26][N:27]2[C:31]([CH:32]=1)=[CH:30][C:29]([CH3:33])=[CH:28]2, predict the reaction product. The product is: [Cl:23][C:24]1[CH:25]=[CH:26][N:27]2[C:31]([CH:32]=1)=[CH:30][C:29]([CH3:33])=[C:28]2[S:12][C:13]1[CH:14]=[CH:15][C:16]([S:19]([CH3:22])(=[O:20])=[O:21])=[CH:17][CH:18]=1. (6) Given the reactants [K].[N+:2]([C:5]1[CH:10]=[CH:9][C:8]([OH:11])=[CH:7][CH:6]=1)([O-:4])=[O:3].Br[CH2:13][C:14]1[CH:23]=[CH:22][C:17]([C:18]([O:20][CH3:21])=[O:19])=[CH:16][CH:15]=1.O, predict the reaction product. The product is: [CH3:21][O:20][C:18](=[O:19])[C:17]1[CH:22]=[CH:23][C:14]([CH2:13][O:11][C:8]2[CH:9]=[CH:10][C:5]([N+:2]([O-:4])=[O:3])=[CH:6][CH:7]=2)=[CH:15][CH:16]=1. (7) Given the reactants Cl[C:2]1[C:11]2[CH2:10][CH2:9][CH2:8][CH2:7][C:6]=2[N:5]=[C:4]([NH2:12])[N:3]=1.[CH3:13][N:14]1[CH2:19][CH2:18][NH:17][CH2:16][CH2:15]1, predict the reaction product. The product is: [CH3:13][N:14]1[CH2:19][CH2:18][N:17]([C:2]2[C:11]3[CH2:10][CH2:9][CH2:8][CH2:7][C:6]=3[N:5]=[C:4]([NH2:12])[N:3]=2)[CH2:16][CH2:15]1. (8) Given the reactants [OH:1][C:2]1([C:12]2[CH:20]=[CH:19][C:15]([C:16](O)=[O:17])=[CH:14][CH:13]=2)[CH2:11][CH2:10][C:5]2([O:9][CH2:8][CH2:7][O:6]2)[CH2:4][CH2:3]1.CN.[CH3:23][N:24]([P+](ON1N=NC2C=CC=CC1=2)(N(C)C)N(C)C)C.F[P-](F)(F)(F)(F)F.C(N(CC)CC)C, predict the reaction product. The product is: [OH:1][C:2]1([C:12]2[CH:20]=[CH:19][C:15]([C:16]([NH:24][CH3:23])=[O:17])=[CH:14][CH:13]=2)[CH2:11][CH2:10][C:5]2([O:9][CH2:8][CH2:7][O:6]2)[CH2:4][CH2:3]1. (9) The product is: [C:1]([N:6]1[CH2:7][CH2:8][CH:9]([N:12]([C@H:24]2[CH2:25][CH2:26][C@H:27]([CH3:30])[CH2:28][CH2:29]2)[C:13]([NH:15][C:16]2[S:17][C:18]([S:21][CH3:22])=[CH:19][N:20]=2)=[O:14])[CH2:10][CH2:11]1)(=[O:5])[CH2:2][CH2:3][CH3:4]. Given the reactants [C:1]([N:6]1[CH2:11][CH2:10][CH:9]([N:12]([C@H:24]2[CH2:29][CH2:28][C@H:27]([CH3:30])[CH2:26][CH2:25]2)[C:13]([NH:15][C:16]2[S:17][C:18]([S:21][C:22]#N)=[CH:19][N:20]=2)=[O:14])[CH2:8][CH2:7]1)(=[O:5])[CH2:2][CH2:3][CH3:4].SC[C@@H]([C@@H](CS)O)O.IC, predict the reaction product.